From a dataset of Forward reaction prediction with 1.9M reactions from USPTO patents (1976-2016). Predict the product of the given reaction. (1) Given the reactants [Br:1][C:2]1[CH:3]=[C:4]([N+:9]([O-:11])=[O:10])[C:5](Cl)=[N:6][CH:7]=1.[CH:12]1([CH2:15][NH2:16])[CH2:14][CH2:13]1.C(N(CC)C(C)C)(C)C, predict the reaction product. The product is: [Br:1][C:2]1[CH:3]=[C:4]([N+:9]([O-:11])=[O:10])[C:5]([NH:16][CH2:15][CH:12]2[CH2:14][CH2:13]2)=[N:6][CH:7]=1. (2) Given the reactants [F:1][C:2]1[CH:3]=[C:4]([CH:14]([NH:16][C:17]([C:19]2[N:20]=[C:21](Cl)[O:22][CH:23]=2)=[O:18])[CH3:15])[CH:5]=[C:6]([F:13])[C:7]=1[NH:8][S:9]([CH3:12])(=[O:11])=[O:10].[CH2:25]([O:29][C:30]1[CH:35]=[CH:34][CH:33]=[CH:32][C:31]=1B(O)O)[CH2:26][CH2:27][CH3:28].C([O-])([O-])=O.[Na+].[Na+].C1(C)C=CC=CC=1, predict the reaction product. The product is: [F:1][C:2]1[CH:3]=[C:4]([CH:14]([NH:16][C:17]([C:19]2[N:20]=[C:21]([C:35]3[CH:34]=[CH:33][CH:32]=[CH:31][C:30]=3[O:29][CH2:25][CH2:26][CH2:27][CH3:28])[O:22][CH:23]=2)=[O:18])[CH3:15])[CH:5]=[C:6]([F:13])[C:7]=1[NH:8][S:9]([CH3:12])(=[O:11])=[O:10]. (3) The product is: [CH3:22][S:23]([NH:1][C:2]1[CH:3]=[C:4]([O:8][CH2:9][C@H:10]2[O:12][CH2:11]2)[CH:5]=[CH:6][CH:7]=1)(=[O:25])=[O:24]. Given the reactants [NH2:1][C:2]1[CH:3]=[C:4]([O:8][CH2:9][C@H:10]2[O:12][CH2:11]2)[CH:5]=[CH:6][CH:7]=1.C(N(C(C)C)CC)(C)C.[CH3:22][S:23](Cl)(=[O:25])=[O:24], predict the reaction product. (4) The product is: [CH3:1][O:2][C:3]1[CH:4]=[C:5]2[C:9](=[CH:10][CH:11]=1)[N:8]([CH3:12])[CH:7]=[C:6]2[C:13]1[N:23]([CH2:24][O:25][CH2:26][CH2:27][Si:28]([CH3:30])([CH3:29])[CH3:31])[C:16]2=[N:17][CH:18]=[C:19]([CH2:21][NH:22][CH:32]=[O:33])[N:20]=[C:15]2[CH:14]=1. Given the reactants [CH3:1][O:2][C:3]1[CH:4]=[C:5]2[C:9](=[CH:10][CH:11]=1)[N:8]([CH3:12])[CH:7]=[C:6]2[C:13]1[N:23]([CH2:24][O:25][CH2:26][CH2:27][Si:28]([CH3:31])([CH3:30])[CH3:29])[C:16]2=[N:17][CH:18]=[C:19]([CH2:21][NH2:22])[N:20]=[C:15]2[CH:14]=1.[CH:32](OCC)=[O:33], predict the reaction product. (5) Given the reactants Cl[CH2:2][C:3]1[CH:4]=[C:5]([C:21]([NH:23][CH2:24][C:25]2[CH:30]=[CH:29][C:28]([S:31]([CH:34]([CH3:36])[CH3:35])(=[O:33])=[O:32])=[CH:27][CH:26]=2)=[O:22])[C:6](=[O:20])[N:7]([C:10]2[CH:15]=[CH:14][CH:13]=[C:12]([C:16]([F:19])([F:18])[F:17])[CH:11]=2)[C:8]=1[CH3:9].[CH3:37][S:38]([O-:40])=[O:39].[Na+], predict the reaction product. The product is: [CH:34]1([S:31]([C:28]2[CH:27]=[CH:26][C:25]([CH2:24][NH:23][C:21]([C:5]3[C:6](=[O:20])[N:7]([C:10]4[CH:15]=[CH:14][CH:13]=[C:12]([C:16]([F:17])([F:19])[F:18])[CH:11]=4)[C:8]([CH3:9])=[C:3]([CH2:2][S:38]([CH3:37])(=[O:40])=[O:39])[CH:4]=3)=[O:22])=[CH:30][CH:29]=2)(=[O:33])=[O:32])[CH2:35][CH2:36]1. (6) Given the reactants [Cl-].O[NH3+:3].[C:4](=[O:7])([O-])[OH:5].[Na+].CS(C)=O.[F:13][C:14]1[CH:15]=[C:16]([C:46]2[C:47]([C:52]#[N:53])=[CH:48][CH:49]=[CH:50][CH:51]=2)[CH:17]=[CH:18][C:19]=1[CH2:20][C:21]1[C:22](=[O:45])[N:23]([C@H:33]2[CH2:38][CH2:37][C@H:36]([O:39][CH2:40][C:41]([OH:44])([CH3:43])[CH3:42])[CH2:35][CH2:34]2)[C:24]2[N:25]([N:30]=[CH:31][N:32]=2)[C:26]=1[CH2:27][CH2:28][CH3:29], predict the reaction product. The product is: [F:13][C:14]1[CH:15]=[C:16]([C:46]2[CH:51]=[CH:50][CH:49]=[CH:48][C:47]=2[C:52]2[NH:3][C:4](=[O:7])[O:5][N:53]=2)[CH:17]=[CH:18][C:19]=1[CH2:20][C:21]1[C:22](=[O:45])[N:23]([C@H:33]2[CH2:38][CH2:37][C@H:36]([O:39][CH2:40][C:41]([OH:44])([CH3:42])[CH3:43])[CH2:35][CH2:34]2)[C:24]2[N:25]([N:30]=[CH:31][N:32]=2)[C:26]=1[CH2:27][CH2:28][CH3:29].